This data is from Forward reaction prediction with 1.9M reactions from USPTO patents (1976-2016). The task is: Predict the product of the given reaction. (1) Given the reactants [O:1]=[C:2]1[CH2:7][CH2:6][CH2:5][CH2:4][N:3]1[NH:8]C(=O)OC(C)(C)C.[ClH:16], predict the reaction product. The product is: [ClH:16].[NH2:8][N:3]1[CH2:4][CH2:5][CH2:6][CH2:7][C:2]1=[O:1]. (2) Given the reactants NC1C=CC2C(=O)NCCN(CC)C=2C=1.OC(C(F)(F)F)=O.[Cl:23][C:24]1[C:25]([NH:45][C:46]2[CH:51]=[CH:50][CH:49]=[CH:48][C:47]=2[O:52][CH2:53][CH2:54][N:55]2[CH2:60][CH2:59][O:58][CH2:57][CH2:56]2)=[N:26][C:27]([NH:30][C:31]2[CH:32]=[CH:33][C:34]3[C:40](=[O:41])[NH:39][CH2:38][CH2:37][N:36]([CH2:42][CH3:43])[C:35]=3[CH:44]=2)=[N:28][CH:29]=1, predict the reaction product. The product is: [Cl:23][C:24]1[C:25]([NH:45][C:46]2[CH:51]=[CH:50][CH:49]=[CH:48][C:47]=2[O:52][CH2:53][CH2:54][N:55]2[CH2:60][CH2:59][O:58][CH2:57][CH2:56]2)=[N:26][C:27]([NH:30][C:31]2[CH:32]=[CH:33][C:34]3[C:40](=[O:41])[NH:39][CH2:38][CH2:37][N:36]([CH2:42][CH3:43])[C:35]=3[CH:44]=2)=[N:28][CH:29]=1. (3) Given the reactants Br[C:2]1[C:3]2[N:4]([N:8]=[C:9]([NH:11][C:12]3[CH:17]=[CH:16][C:15]([O:18][CH3:19])=[CH:14][CH:13]=3)[N:10]=2)[CH:5]=[CH:6][CH:7]=1.[NH:20]1[CH:24]=[C:23](B(O)O)[CH:22]=[N:21]1, predict the reaction product. The product is: [CH3:19][O:18][C:15]1[CH:16]=[CH:17][C:12]([NH:11][C:9]2[N:10]=[C:3]3[C:2]([C:23]4[CH:24]=[N:20][NH:21][CH:22]=4)=[CH:7][CH:6]=[CH:5][N:4]3[N:8]=2)=[CH:13][CH:14]=1. (4) Given the reactants [Br:1][C:2]1[CH:3]=[C:4]2[C:9](=[CH:10][C:11]=1[O:12][CH3:13])[N:8]=[CH:7][C:6]([C:14]([O:16][CH2:17][CH3:18])=[O:15])=[C:5]2Cl.[Cl:20][C:21]1[C:27]([Cl:28])=[CH:26][CH:25]=[CH:24][C:22]=1[NH2:23].C(O)(=O)C.[OH-].[Na+], predict the reaction product. The product is: [Br:1][C:2]1[CH:3]=[C:4]2[C:9](=[CH:10][C:11]=1[O:12][CH3:13])[N:8]=[CH:7][C:6]([C:14]([O:16][CH2:17][CH3:18])=[O:15])=[C:5]2[NH:23][C:22]1[CH:24]=[CH:25][CH:26]=[C:27]([Cl:28])[C:21]=1[Cl:20]. (5) Given the reactants [CH3:1][O:2][C:3]1[CH:4]=[C:5]2[C:10](=[CH:11][CH:12]=1)[C:9]([OH:13])=[C:8]([C:14]1[CH:19]=[CH:18][CH:17]=[CH:16][CH:15]=1)[C:7]([CH3:20])=[CH:6]2.F[C:22]1[CH:29]=[CH:28][C:25]([CH:26]=[O:27])=[CH:24][CH:23]=1.C([O-])([O-])=O.[Cs+].[Cs+], predict the reaction product. The product is: [CH3:1][O:2][C:3]1[CH:4]=[C:5]2[C:10](=[CH:11][CH:12]=1)[C:9]([O:13][C:22]1[CH:29]=[CH:28][C:25]([CH:26]=[O:27])=[CH:24][CH:23]=1)=[C:8]([C:14]1[CH:15]=[CH:16][CH:17]=[CH:18][CH:19]=1)[C:7]([CH3:20])=[CH:6]2.